Dataset: Catalyst prediction with 721,799 reactions and 888 catalyst types from USPTO. Task: Predict which catalyst facilitates the given reaction. (1) Product: [NH2:26][CH2:25][C:21]1[N:22]=[CH:23][N:24]=[C:19]([NH:18][C:12]2[C:11]3[S:10][C:9]([C:3]4[C:2]([Cl:1])=[CH:7][CH:6]=[CH:5][C:4]=4[Cl:8])=[N:17][C:16]=3[CH:15]=[CH:14][N:13]=2)[CH:20]=1. Reactant: [Cl:1][C:2]1[CH:7]=[CH:6][CH:5]=[C:4]([Cl:8])[C:3]=1[C:9]1[S:10][C:11]2[C:12]([NH:18][C:19]3[N:24]=[CH:23][N:22]=[C:21]([CH2:25][N:26]4C(=O)C5C(=CC=CC=5)C4=O)[CH:20]=3)=[N:13][CH:14]=[CH:15][C:16]=2[N:17]=1.BrC1C2SC(C3C(Cl)=CC=CC=3Cl)=NC=2C=CN=1.NC1N=CN=C(CN2C(=O)C3C(=CC=CC=3)C2=O)C=1.CC1(C)C2C(=C(P(C3C=CC=CC=3)C3C=CC=CC=3)C=CC=2)OC2C(P(C3C=CC=CC=3)C3C=CC=CC=3)=CC=CC1=2.C([O-])([O-])=O.[Cs+].[Cs+]. The catalyst class is: 62. (2) The catalyst class is: 2. Reactant: [CH3:1][O:2][C:3](=[O:31])[CH2:4][CH2:5][O:6][CH2:7][CH2:8][O:9][CH2:10][CH2:11][NH:12][C:13]1[CH:18]=[CH:17][CH:16]=[CH:15][C:14]=1[S:19](=[O:30])(=[O:29])[NH:20][C:21]([C@@:23]1([NH2:28])[CH2:25][C@H:24]1[CH:26]=[CH2:27])=[O:22].[C:32]([O:36][C:37]([N:39]1[CH2:43][C@H:42]([O:44][C:45]2[C:54]3[C:49](=[CH:50][C:51]([O:55][CH3:56])=[CH:52][CH:53]=3)[N:48]=[C:47]([C:57]3[N:58]=[C:59]([NH:62][CH:63]([CH3:65])[CH3:64])[S:60][CH:61]=3)[CH:46]=2)[CH2:41][C@H:40]1[C:66](O)=[O:67])=[O:38])([CH3:35])([CH3:34])[CH3:33].CN(C(ON1N=NC2C=CC=NC1=2)=[N+](C)C)C.F[P-](F)(F)(F)(F)F.CCN(C(C)C)C(C)C. Product: [C:32]([O:36][C:37]([N:39]1[CH2:43][C@H:42]([O:44][C:45]2[C:54]3[C:49](=[CH:50][C:51]([O:55][CH3:56])=[CH:52][CH:53]=3)[N:48]=[C:47]([C:57]3[N:58]=[C:59]([NH:62][CH:63]([CH3:64])[CH3:65])[S:60][CH:61]=3)[CH:46]=2)[CH2:41][C@H:40]1[C:66](=[O:67])[NH:28][C@:23]1([C:21]([NH:20][S:19]([C:14]2[CH:15]=[CH:16][CH:17]=[CH:18][C:13]=2[NH:12][CH2:11][CH2:10][O:9][CH2:8][CH2:7][O:6][CH2:5][CH2:4][C:3]([O:2][CH3:1])=[O:31])(=[O:30])=[O:29])=[O:22])[CH2:25][C@H:24]1[CH:26]=[CH2:27])=[O:38])([CH3:35])([CH3:33])[CH3:34].